This data is from Reaction yield outcomes from USPTO patents with 853,638 reactions. The task is: Predict the reaction yield, written as a fraction of the theoretical maximum amount of product (1.0 means a 100% yield; for example, 0.34 means a 34% yield). The reactants are [F:1][C:2]([CH3:29])([CH3:28])[CH2:3][N:4]1[CH2:9][CH2:8][CH:7]([CH2:10][O:11][C:12]2[CH:17]=[CH:16][C:15]([C:18]3[CH:27]=[CH:26][C:21]([C:22]([O:24]C)=[O:23])=[CH:20][N:19]=3)=[CH:14][CH:13]=2)[CH2:6][CH2:5]1.O.O[Li].O.Cl. The catalyst is C1COCC1.CO. The product is [F:1][C:2]([CH3:29])([CH3:28])[CH2:3][N:4]1[CH2:9][CH2:8][CH:7]([CH2:10][O:11][C:12]2[CH:17]=[CH:16][C:15]([C:18]3[CH:27]=[CH:26][C:21]([C:22]([OH:24])=[O:23])=[CH:20][N:19]=3)=[CH:14][CH:13]=2)[CH2:6][CH2:5]1. The yield is 0.550.